This data is from Forward reaction prediction with 1.9M reactions from USPTO patents (1976-2016). The task is: Predict the product of the given reaction. (1) Given the reactants [NH2:1][C:2]1[CH2:7][O:6][CH2:5][C@:4]([C:11]2[CH:12]=[C:13]([NH:18][C:19]3[N:20]=[CH:21][CH:22]=[C:23]4[C:28]=3[N:27]=[CH:26][C:25](Br)=[CH:24]4)[CH:14]=[CH:15][C:16]=2[F:17])([CH:8]([F:10])[F:9])[N:3]=1.O.[CH3:31][N:32](C=O)C, predict the reaction product. The product is: [NH2:1][C:2]1[CH2:7][O:6][CH2:5][C@:4]([C:11]2[CH:12]=[C:13]([NH:18][C:19]3[N:20]=[CH:21][CH:22]=[C:23]4[C:28]=3[N:27]=[CH:26][C:25]([C:31]#[N:32])=[CH:24]4)[CH:14]=[CH:15][C:16]=2[F:17])([CH:8]([F:10])[F:9])[N:3]=1. (2) Given the reactants [NH:1]1[CH:5]=[CH:4][CH:3]=[CH:2]1.C[Mg]Br.N1C=CC=CC=1S[C:16]([C:18]1[CH:27]=[CH:26][C:21]([C:22]([O:24][CH3:25])=[O:23])=[CH:20][CH:19]=1)=[O:17].[Cl-].[NH4+], predict the reaction product. The product is: [CH3:25][O:24][C:22]([C:21]1[CH:26]=[CH:27][C:18]([C:16]([C:2]2[NH:1][CH:5]=[CH:4][CH:3]=2)=[O:17])=[CH:19][CH:20]=1)=[O:23]. (3) Given the reactants [CH2:1]=[C:2]([CH2:6][CH2:7][CH2:8][N:9]1[C:13](=[O:14])[C:12]2=[CH:15][CH:16]=[CH:17][CH:18]=[C:11]2[C:10]1=[O:19])[C:3]([OH:5])=[O:4].[BrH:20].O, predict the reaction product. The product is: [Br:20][CH2:1][CH:2]([CH2:6][CH2:7][CH2:8][N:9]1[C:13](=[O:14])[C:12]2=[CH:15][CH:16]=[CH:17][CH:18]=[C:11]2[C:10]1=[O:19])[C:3]([OH:5])=[O:4]. (4) Given the reactants [O:1]1[CH:5]([CH2:6][NH:7]C(=O)OCC2C=CC=CC=2)[CH2:4][C:3]2[CH:18]=[C:19]3[C:24](=[CH:25][C:2]1=2)[CH2:23][CH2:22][CH2:21][CH2:20]3, predict the reaction product. The product is: [O:1]1[CH:5]([CH2:6][NH2:7])[CH2:4][C:3]2[CH:18]=[C:19]3[C:24](=[CH:25][C:2]1=2)[CH2:23][CH2:22][CH2:21][CH2:20]3. (5) Given the reactants C(OP([CH2:9][C:10]([O:12][CH2:13][CH3:14])=[O:11])(OCC)=O)C.[H-].[Na+].[C:17]1([C:23]([C:25]2[CH:30]=[CH:29][N:28]=[N:27][CH:26]=2)=O)[CH:22]=[CH:21][CH:20]=[CH:19][CH:18]=1, predict the reaction product. The product is: [C:17]1(/[C:23](/[C:25]2[CH:30]=[CH:29][N:28]=[N:27][CH:26]=2)=[CH:9]\[C:10]([O:12][CH2:13][CH3:14])=[O:11])[CH:18]=[CH:19][CH:20]=[CH:21][CH:22]=1.